From a dataset of Catalyst prediction with 721,799 reactions and 888 catalyst types from USPTO. Predict which catalyst facilitates the given reaction. (1) Reactant: [C:1]([O:4][C@H:5]([C:34]1[CH:39]=[CH:38][C:37]([F:40])=[CH:36][CH:35]=1)[CH2:6][CH2:7][C@H:8]1[C:11](=[O:12])[N:10]([C:13]2[CH:18]=[CH:17][C:16]([O:19][S:20]([C:23]([F:26])([F:25])[F:24])(=[O:22])=[O:21])=[CH:15][CH:14]=2)[C@@H:9]1[C:27]1[CH:32]=[CH:31][C:30](I)=[CH:29][CH:28]=1)(=[O:3])[CH3:2].[Cl-].[Li+].[CH2:43]([Sn](CCCC)(CCCC)CCCC)[CH:44]=[CH2:45]. Product: [C:1]([O:4][C@H:5]([C:34]1[CH:39]=[CH:38][C:37]([F:40])=[CH:36][CH:35]=1)[CH2:6][CH2:7][C@H:8]1[C:11](=[O:12])[N:10]([C:13]2[CH:18]=[CH:17][C:16]([O:19][S:20]([C:23]([F:26])([F:25])[F:24])(=[O:22])=[O:21])=[CH:15][CH:14]=2)[C@@H:9]1[C:27]1[CH:32]=[CH:31][C:30]([CH2:45][CH:44]=[CH2:43])=[CH:29][CH:28]=1)(=[O:3])[CH3:2]. The catalyst class is: 77. (2) Reactant: [NH2:1][C:2]1[C:14]2[CH2:13][C:12]3[C:7](=[CH:8][CH:9]=[CH:10][CH:11]=3)[C:6]=2[CH:5]=[CH:4][CH:3]=1.[CH3:15][N:16]([CH3:30])[C:17]1([C:24]2[CH:29]=[CH:28][CH:27]=[CH:26][CH:25]=2)[CH2:22][CH2:21][C:20](=O)[CH2:19][CH2:18]1.C(O)(=O)C.C(O[BH-](OC(=O)C)OC(=O)C)(=O)C.[Na+]. Product: [C:2]1([NH:1][CH:20]2[CH2:19][CH2:18][C:17]([C:24]3[CH:25]=[CH:26][CH:27]=[CH:28][CH:29]=3)([N:16]([CH3:30])[CH3:15])[CH2:22][CH2:21]2)[C:14]2[CH2:13][C:12]3[C:7](=[CH:8][CH:9]=[CH:10][CH:11]=3)[C:6]=2[CH:5]=[CH:4][CH:3]=1. The catalyst class is: 26. (3) Reactant: Cl.[F:2][C:3]1[CH:4]=[C:5]([CH:43]=[CH:44][CH:45]=1)[CH2:6][N:7]1[CH:11]=[C:10]([C:12]2[C:20]3[C:15](=[N:16][CH:17]=[C:18]([C:21]4[CH:26]=[CH:25][C:24]([N:27]5[CH2:32][CH2:31][NH:30][CH2:29][CH2:28]5)=[CH:23][CH:22]=4)[CH:19]=3)[N:14]([S:33]([C:36]3[CH:42]=[CH:41][C:39]([CH3:40])=[CH:38][CH:37]=3)(=[O:35])=[O:34])[CH:13]=2)[CH:9]=[N:8]1.[CH3:46][C@@H:47]1[CH2:49][O:48]1.CCN(C(C)C)C(C)C. Product: [F:2][C:3]1[CH:4]=[C:5]([CH:43]=[CH:44][CH:45]=1)[CH2:6][N:7]1[CH:11]=[C:10]([C:12]2[C:20]3[C:15](=[N:16][CH:17]=[C:18]([C:21]4[CH:26]=[CH:25][C:24]([N:27]5[CH2:28][CH2:29][N:30]([CH2:46][C@H:47]([OH:48])[CH3:49])[CH2:31][CH2:32]5)=[CH:23][CH:22]=4)[CH:19]=3)[N:14]([S:33]([C:36]3[CH:42]=[CH:41][C:39]([CH3:40])=[CH:38][CH:37]=3)(=[O:34])=[O:35])[CH:13]=2)[CH:9]=[N:8]1. The catalyst class is: 8. (4) Reactant: [Cl:1][C:2]1[C:7]([C:8]2[C:9](=[O:31])[N:10]([CH2:29][CH3:30])[C:11]3[C:16]([CH:17]=2)=[CH:15][N:14]=[C:13]([N:18](CC2C=CC(OC)=CC=2)[CH3:19])[CH:12]=3)=[CH:6][C:5]([NH:32][C:33]([NH:35][C:36]2[CH:41]=[CH:40][C:39]([F:42])=[C:38]([CH2:43][N:44]([CH3:46])[CH3:45])[CH:37]=2)=[O:34])=[C:4]([F:47])[CH:3]=1. Product: [Cl:1][C:2]1[C:7]([C:8]2[C:9](=[O:31])[N:10]([CH2:29][CH3:30])[C:11]3[C:16]([CH:17]=2)=[CH:15][N:14]=[C:13]([NH:18][CH3:19])[CH:12]=3)=[CH:6][C:5]([NH:32][C:33]([NH:35][C:36]2[CH:41]=[CH:40][C:39]([F:42])=[C:38]([CH2:43][N:44]([CH3:45])[CH3:46])[CH:37]=2)=[O:34])=[C:4]([F:47])[CH:3]=1. The catalyst class is: 67. (5) Reactant: [Br:1][C:2]1[C:10]2[CH2:9][O:8][C:7](=[O:11])[C:6]=2[CH:5]=[CH:4][C:3]=1[CH:12]=[CH2:13].C1C=C(Cl)C=C(C(OO)=[O:22])C=1. Product: [Br:1][C:2]1[C:10]2[CH2:9][O:8][C:7](=[O:11])[C:6]=2[CH:5]=[CH:4][C:3]=1[CH:12]1[CH2:13][O:22]1. The catalyst class is: 2. (6) Reactant: [CH3:1][C:2]1([CH3:26])[NH:7][CH2:6][CH2:5][N:4]([CH2:8][C:9]2[CH:14]=[CH:13][C:12]([N:15]3[CH2:20][CH2:19][O:18][CH2:17][CH2:16]3)=[CH:11][C:10]=2[O:21][C:22]([F:25])([F:24])[F:23])[CH2:3]1.[C:27](=O)([O:36]N1C(=O)CCC1=O)[O:28][N:29]1[C:33](=[O:34])[CH2:32][CH2:31][C:30]1=[O:35].C(N(CC)CC)C. Product: [CH3:1][C:2]1([CH3:26])[CH2:3][N:4]([CH2:8][C:9]2[CH:14]=[CH:13][C:12]([N:15]3[CH2:16][CH2:17][O:18][CH2:19][CH2:20]3)=[CH:11][C:10]=2[O:21][C:22]([F:25])([F:23])[F:24])[CH2:5][CH2:6][N:7]1[C:27]([O:28][N:29]1[C:33](=[O:34])[CH2:32][CH2:31][C:30]1=[O:35])=[O:36]. The catalyst class is: 10.